This data is from Catalyst prediction with 721,799 reactions and 888 catalyst types from USPTO. The task is: Predict which catalyst facilitates the given reaction. Reactant: [Cl:1][C:2]1[CH:7]=[CH:6][C:5]([S:8]([NH:11][C@H:12]([C:15]2[CH:20]=[CH:19][CH:18]=[CH:17][CH:16]=2)[CH2:13][CH3:14])(=[O:10])=[O:9])=[CH:4][CH:3]=1.O[CH2:22][C:23]1[CH:32]=[CH:31][C:26]([C:27]([O:29][CH3:30])=[O:28])=[CH:25][CH:24]=1.C1(P(C2C=CC=CC=2)C2C=CC=CC=2)C=CC=CC=1.CC(OC(/N=N/C(OC(C)C)=O)=O)C. Product: [CH3:30][O:29][C:27](=[O:28])[C:26]1[CH:31]=[CH:32][C:23]([CH2:22][N:11]([C@H:12]([C:15]2[CH:16]=[CH:17][CH:18]=[CH:19][CH:20]=2)[CH2:13][CH3:14])[S:8]([C:5]2[CH:6]=[CH:7][C:2]([Cl:1])=[CH:3][CH:4]=2)(=[O:10])=[O:9])=[CH:24][CH:25]=1. The catalyst class is: 96.